From a dataset of Merck oncology drug combination screen with 23,052 pairs across 39 cell lines. Regression. Given two drug SMILES strings and cell line genomic features, predict the synergy score measuring deviation from expected non-interaction effect. (1) Drug 1: N.N.O=C(O)C1(C(=O)O)CCC1.[Pt]. Drug 2: O=C(NOCC(O)CO)c1ccc(F)c(F)c1Nc1ccc(I)cc1F. Cell line: SW837. Synergy scores: synergy=-21.7. (2) Drug 1: COc1cccc2c1C(=O)c1c(O)c3c(c(O)c1C2=O)CC(O)(C(=O)CO)CC3OC1CC(N)C(O)C(C)O1. Drug 2: CC1(c2nc3c(C(N)=O)cccc3[nH]2)CCCN1. Cell line: UACC62. Synergy scores: synergy=9.30. (3) Drug 1: CCN(CC)CCNC(=O)c1c(C)[nH]c(C=C2C(=O)Nc3ccc(F)cc32)c1C. Drug 2: C=CCn1c(=O)c2cnc(Nc3ccc(N4CCN(C)CC4)cc3)nc2n1-c1cccc(C(C)(C)O)n1. Cell line: KPL1. Synergy scores: synergy=5.68. (4) Drug 1: C=CCn1c(=O)c2cnc(Nc3ccc(N4CCN(C)CC4)cc3)nc2n1-c1cccc(C(C)(C)O)n1. Drug 2: CC1(c2nc3c(C(N)=O)cccc3[nH]2)CCCN1. Cell line: OCUBM. Synergy scores: synergy=6.97. (5) Drug 2: O=C(CCCCCCC(=O)Nc1ccccc1)NO. Drug 1: CCC1=CC2CN(C1)Cc1c([nH]c3ccccc13)C(C(=O)OC)(c1cc3c(cc1OC)N(C)C1C(O)(C(=O)OC)C(OC(C)=O)C4(CC)C=CCN5CCC31C54)C2. Cell line: UACC62. Synergy scores: synergy=-13.9. (6) Drug 1: NC(=O)c1cccc2cn(-c3ccc(C4CCCNC4)cc3)nc12. Drug 2: COC1=C2CC(C)CC(OC)C(O)C(C)C=C(C)C(OC(N)=O)C(OC)C=CC=C(C)C(=O)NC(=CC1=O)C2=O. Cell line: HT29. Synergy scores: synergy=-1.83. (7) Drug 1: C=CCn1c(=O)c2cnc(Nc3ccc(N4CCN(C)CC4)cc3)nc2n1-c1cccc(C(C)(C)O)n1. Drug 2: COC1=C2CC(C)CC(OC)C(O)C(C)C=C(C)C(OC(N)=O)C(OC)C=CC=C(C)C(=O)NC(=CC1=O)C2=O. Cell line: VCAP. Synergy scores: synergy=-20.0. (8) Drug 1: CCc1c2c(nc3ccc(O)cc13)-c1cc3c(c(=O)n1C2)COC(=O)C3(O)CC. Drug 2: CNC(=O)c1cc(Oc2ccc(NC(=O)Nc3ccc(Cl)c(C(F)(F)F)c3)cc2)ccn1. Cell line: A375. Synergy scores: synergy=24.5. (9) Drug 1: CN1C(=O)C=CC2(C)C3CCC4(C)C(NC(=O)OCC(F)(F)F)CCC4C3CCC12. Drug 2: CC1CC2C3CCC4=CC(=O)C=CC4(C)C3(F)C(O)CC2(C)C1(O)C(=O)CO. Cell line: A2780. Synergy scores: synergy=-0.168.